From a dataset of Reaction yield outcomes from USPTO patents with 853,638 reactions. Predict the reaction yield, written as a fraction of the theoretical maximum amount of product (1.0 means a 100% yield; for example, 0.34 means a 34% yield). (1) The reactants are Br[C:2]1[C:3]([CH3:15])=[C:4]([O:13][CH3:14])[C:5]2[O:9][CH:8]([CH3:10])[CH2:7][C:6]=2[C:11]=1[CH3:12].[CH3:16][O:17][C:18]1[CH:19]=[C:20]([N:24]2[CH2:29][CH2:28][NH:27][CH2:26][CH2:25]2)[CH:21]=[CH:22][CH:23]=1. No catalyst specified. The product is [CH3:16][O:17][C:18]1[CH:19]=[C:20]([N:24]2[CH2:29][CH2:28][N:27]([C:2]3[C:3]([CH3:15])=[C:4]([O:13][CH3:14])[C:5]4[O:9][CH:8]([CH3:10])[CH2:7][C:6]=4[C:11]=3[CH3:12])[CH2:26][CH2:25]2)[CH:21]=[CH:22][CH:23]=1. The yield is 0.440. (2) The reactants are [CH2:1]([N:3]([CH2:19][CH3:20])[CH2:4][CH2:5][N:6]1[CH2:11][CH2:10][C:9]2[NH:12][C:13]([CH:16]=O)=[C:14]([CH3:15])[C:8]=2[C:7]1=[O:18])[CH3:2].[F:21][C:22]1[CH:23]=[C:24]2[C:28](=[CH:29][C:30]=1[NH:31][C:32](=[O:37])[C:33]([OH:36])([CH3:35])[CH3:34])[NH:27][C:26](=[O:38])[CH2:25]2. No catalyst specified. The product is [CH2:1]([N:3]([CH2:19][CH3:20])[CH2:4][CH2:5][N:6]1[CH2:11][CH2:10][C:9]2[NH:12][C:13]([CH:16]=[C:25]3[C:24]4[C:28](=[CH:29][C:30]([NH:31][C:32](=[O:37])[C:33]([OH:36])([CH3:34])[CH3:35])=[C:22]([F:21])[CH:23]=4)[NH:27][C:26]3=[O:38])=[C:14]([CH3:15])[C:8]=2[C:7]1=[O:18])[CH3:2]. The yield is 0.657.